Dataset: Reaction yield outcomes from USPTO patents with 853,638 reactions. Task: Predict the reaction yield, written as a fraction of the theoretical maximum amount of product (1.0 means a 100% yield; for example, 0.34 means a 34% yield). (1) The reactants are [CH:1]([N:4]1[CH:8]=[N:7][N:6]=[C:5]1[C:9]1[S:10][C:11]2[CH2:12][CH2:13][O:14][C:15]3[CH:22]=[C:21]([C:23](O)=[O:24])[CH:20]=[CH:19][C:16]=3[C:17]=2[N:18]=1)([CH3:3])[CH3:2].C(Cl)(=O)C(Cl)=O.[NH2:32][C:33]1[CH:37]=[CH:36][O:35][N:34]=1.C(N(CC)CC)C.C(=O)(O)[O-].[Na+]. The catalyst is C(Cl)Cl.CN(C=O)C. The product is [O:35]1[CH:36]=[CH:37][C:33]([NH:32][C:23]([C:21]2[CH:20]=[CH:19][C:16]3[C:17]4[N:18]=[C:9]([C:5]5[N:4]([CH:1]([CH3:3])[CH3:2])[CH:8]=[N:7][N:6]=5)[S:10][C:11]=4[CH2:12][CH2:13][O:14][C:15]=3[CH:22]=2)=[O:24])=[N:34]1. The yield is 0.470. (2) The reactants are C(NC(C)C)(C)C.C([Li])CCC.C([N-]C(C)C)(C)C.[Li+].[CH2:21]([C@H:28]1[CH2:32][O:31][C:30](=[O:33])[N:29]1[C:34](=[O:37])[CH2:35][CH3:36])[C:22]1[CH:27]=[CH:26][CH:25]=[CH:24][CH:23]=1.[O:38]=[C:39]1[CH2:42][N:41]([C:43]([O:45][CH2:46][C:47]2[CH:52]=[CH:51][CH:50]=[CH:49][CH:48]=2)=[O:44])[CH2:40]1. The catalyst is C1COCC1. The product is [OH:38][C:39]1([C@@H:35]([CH3:36])[C:34](=[O:37])[N:29]2[C@@H:28]([CH2:21][C:22]3[CH:23]=[CH:24][CH:25]=[CH:26][CH:27]=3)[CH2:32][O:31][C:30]2=[O:33])[CH2:42][N:41]([C:43]([O:45][CH2:46][C:47]2[CH:52]=[CH:51][CH:50]=[CH:49][CH:48]=2)=[O:44])[CH2:40]1. The yield is 0.360. (3) The reactants are [NH2:1][C@H:2]([CH2:10][OH:11])[CH2:3][C:4]1[CH:9]=[CH:8][CH:7]=[CH:6][CH:5]=1.C(O)(=O)C.[CH:16](=O)[C:17]1[CH:22]=[CH:21][CH:20]=[CH:19][CH:18]=1.C([BH3-])#N.[Na+]. The catalyst is CO. The product is [CH2:16]([NH:1][C@H:2]([CH2:10][OH:11])[CH2:3][C:4]1[CH:5]=[CH:6][CH:7]=[CH:8][CH:9]=1)[C:17]1[CH:22]=[CH:21][CH:20]=[CH:19][CH:18]=1. The yield is 0.810. (4) The reactants are [CH:1]1([CH:4]([O:6][C:7](=[O:39])[NH:8][C:9]2[CH:14]=[CH:13][C:12]([C:15]3[N:16]([CH:35]4[CH2:38][CH2:37][CH2:36]4)[C:17]4[C:22]([C:23]=3[C:24]#[N:25])=[CH:21][CH:20]=[C:19](B3OC(C)(C)C(C)(C)O3)[CH:18]=4)=[CH:11][CH:10]=2)[CH3:5])[CH2:3][CH2:2]1.Cl[C:41]1[N:46]=[CH:45][CH:44]=[CH:43][N:42]=1.[F-].[Cs+]. The catalyst is COCCOC.CCOC(C)=O.C1C=CC([P]([Pd]([P](C2C=CC=CC=2)(C2C=CC=CC=2)C2C=CC=CC=2)([P](C2C=CC=CC=2)(C2C=CC=CC=2)C2C=CC=CC=2)[P](C2C=CC=CC=2)(C2C=CC=CC=2)C2C=CC=CC=2)(C2C=CC=CC=2)C2C=CC=CC=2)=CC=1. The product is [CH:1]1([CH:4]([O:6][C:7](=[O:39])[NH:8][C:9]2[CH:14]=[CH:13][C:12]([C:15]3[N:16]([CH:35]4[CH2:38][CH2:37][CH2:36]4)[C:17]4[C:22]([C:23]=3[C:24]#[N:25])=[CH:21][CH:20]=[C:19]([C:41]3[N:46]=[CH:45][CH:44]=[CH:43][N:42]=3)[CH:18]=4)=[CH:11][CH:10]=2)[CH3:5])[CH2:2][CH2:3]1. The yield is 0.820. (5) The reactants are [C:1]([C:5]1[CH:13]=[CH:12][C:8]([C:9](Cl)=[O:10])=[CH:7][CH:6]=1)([CH3:4])([CH3:3])[CH3:2].Cl.Cl.[NH2:16][C:17]1[CH:18]=[C:19]([CH:24]=[CH:25][C:26]=1[NH2:27])[C:20]([O:22][CH3:23])=[O:21]. No catalyst specified. The product is [NH2:27][C:26]1[CH:25]=[CH:24][C:19]([C:20]([O:22][CH3:23])=[O:21])=[CH:18][C:17]=1[NH:16][C:9](=[O:10])[C:8]1[CH:12]=[CH:13][C:5]([C:1]([CH3:4])([CH3:3])[CH3:2])=[CH:6][CH:7]=1. The yield is 0.440.